Dataset: Full USPTO retrosynthesis dataset with 1.9M reactions from patents (1976-2016). Task: Predict the reactants needed to synthesize the given product. (1) The reactants are: [OH:1][C:2]1[CH:3]=[C:4]([CH:8]=[CH:9][CH:10]=1)[CH2:5][CH2:6][OH:7].[Si:11](Cl)([C:14]([CH3:17])([CH3:16])[CH3:15])([CH3:13])[CH3:12].N1C=CC=CC=1. Given the product [C:14]([Si:11]([CH3:13])([CH3:12])[O:1][C:2]1[CH:3]=[C:4]([CH2:5][CH2:6][OH:7])[CH:8]=[CH:9][CH:10]=1)([CH3:17])([CH3:16])[CH3:15], predict the reactants needed to synthesize it. (2) Given the product [Br:1][C:2]1[C:9]([F:10])=[CH:8][C:5]([CH2:6][N:12]2[CH2:17][CH2:16][O:15][CH2:14][CH2:13]2)=[C:4]([F:11])[CH:3]=1, predict the reactants needed to synthesize it. The reactants are: [Br:1][C:2]1[C:9]([F:10])=[CH:8][C:5]([CH:6]=O)=[C:4]([F:11])[CH:3]=1.[NH:12]1[CH2:17][CH2:16][O:15][CH2:14][CH2:13]1.C(O[BH-](OC(=O)C)OC(=O)C)(=O)C.[Na+].[OH-].[Na+]. (3) The reactants are: [OH:1][C@@H:2]1[CH2:6][CH2:5][CH2:4][C@H:3]1[NH:7][C:8]1[N:16]=[CH:15][N:14]=[C:13]2[C:9]=1[N:10]=[CH:11][N:12]2[CH:17]1[C@H:21]([OH:22])[C@H:20]([OH:23])[C@@H:19]([CH2:24]Cl)[O:18]1.C(N(CC)CC)C.[H-].[Ca+2].[H-].[F:36][C:37]1[CH:42]=[CH:41][CH:40]=[CH:39][C:38]=1[SH:43]. Given the product [OH:1][C@@H:2]1[CH2:6][CH2:5][CH2:4][C@H:3]1[NH:7][C:8]1[N:16]=[CH:15][N:14]=[C:13]2[C:9]=1[N:10]=[CH:11][N:12]2[CH:17]1[C@H:21]([OH:22])[C@H:20]([OH:23])[C@@H:19]([CH2:24][S:43][C:38]2[CH:39]=[CH:40][CH:41]=[CH:42][C:37]=2[F:36])[O:18]1, predict the reactants needed to synthesize it.